From a dataset of Full USPTO retrosynthesis dataset with 1.9M reactions from patents (1976-2016). Predict the reactants needed to synthesize the given product. (1) Given the product [CH2:7]1[CH2:8][C:9](=[O:11])[C:3]2[CH:4]=[CH:5][S:1][C:2]=2[CH2:6]1, predict the reactants needed to synthesize it. The reactants are: [S:1]1[CH:5]=[CH:4][CH:3]=[C:2]1[CH2:6][CH2:7][CH2:8][C:9]([OH:11])=O.C(OC(=O)C)(=O)C.P(=O)(O)(O)O. (2) Given the product [Br:1][C:2]1[CH:3]=[C:4]2[N:9]=[C:11]([C:12]3[O:16][C:15]([CH2:17][OH:18])=[CH:14][CH:13]=3)[NH:8][C:5]2=[N:6][CH:7]=1, predict the reactants needed to synthesize it. The reactants are: [Br:1][C:2]1[CH:3]=[C:4]([NH2:9])[C:5]([NH2:8])=[N:6][CH:7]=1.O[CH2:11][C:12]1[O:16][C:15]([CH:17]=[O:18])=[CH:14][CH:13]=1. (3) Given the product [CH3:1][N:2]([CH3:16])[C:3]1([C:10]2[CH:15]=[CH:14][CH:13]=[CH:12][CH:11]=2)[CH2:8][CH2:7][CH:6]([NH:9][C:24]([NH:25][CH2:26][CH2:27][CH2:28][C:29]2[CH:34]=[CH:33][CH:32]=[CH:31][CH:30]=2)=[O:23])[CH2:5][CH2:4]1, predict the reactants needed to synthesize it. The reactants are: [CH3:1][N:2]([CH3:16])[C:3]1([C:10]2[CH:15]=[CH:14][CH:13]=[CH:12][CH:11]=2)[CH2:8][CH2:7][CH:6]([NH2:9])[CH2:5][CH2:4]1.C1([O:23][C:24](=O)[NH:25][CH2:26][CH2:27][CH2:28][C:29]2[CH:34]=[CH:33][CH:32]=[CH:31][CH:30]=2)C=CC=CC=1. (4) Given the product [CH3:1][C:2]1[C:7]([N+:8]([O-:10])=[O:9])=[CH:6][CH:5]=[C:4]([CH3:11])[C:3]=1[OH:14], predict the reactants needed to synthesize it. The reactants are: [CH3:1][C:2]1[C:7]([N+:8]([O-:10])=[O:9])=[CH:6][CH:5]=[C:4]([CH3:11])[C:3]=1N.N([O-])=[O:14].[Na+].O. (5) Given the product [C:1]([NH:5][S:6]([C:9]1[CH:14]=[CH:13][CH:12]=[C:11]([C:15]2[N:23]3[C:18]([CH:19]=[N:20][C:21]([NH:78][C:75]4[CH:76]=[CH:77][C:72]([CH:69]5[CH2:68][CH2:67][CH:66]([N:60]6[CH2:61][CH2:62][O:63][CH2:64][CH2:65]6)[CH2:71][CH2:70]5)=[CH:73][CH:74]=4)=[N:22]3)=[CH:17][CH:16]=2)[CH:10]=1)(=[O:8])=[O:7])([CH3:2])([CH3:3])[CH3:4], predict the reactants needed to synthesize it. The reactants are: [C:1]([NH:5][S:6]([C:9]1[CH:14]=[CH:13][CH:12]=[C:11]([C:15]2[N:23]3[C:18]([CH:19]=[N:20][C:21](O)=[N:22]3)=[CH:17][CH:16]=2)[CH:10]=1)(=[O:8])=[O:7])([CH3:4])([CH3:3])[CH3:2].C1C=CC(N(S(C(F)(F)F)(=O)=O)S(C(F)(F)F)(=O)=O)=CC=1.C(N(CC)C(C)C)(C)C.CN(C)C=O.[N:60]1([CH:66]2[CH2:71][CH2:70][CH:69]([C:72]3[CH:77]=[CH:76][C:75]([NH2:78])=[CH:74][CH:73]=3)[CH2:68][CH2:67]2)[CH2:65][CH2:64][O:63][CH2:62][CH2:61]1.